This data is from Full USPTO retrosynthesis dataset with 1.9M reactions from patents (1976-2016). The task is: Predict the reactants needed to synthesize the given product. (1) Given the product [F:16][C:17]1[CH:22]=[C:21]([F:23])[CH:20]=[CH:19][C:18]=1[C:24]1[N:29]=[C:28]([N:30]2[CH2:31][CH2:32][N:33]([C:8]([NH:7][C:6]3[N:2]([CH3:1])[N:3]=[CH:4][CH:5]=3)=[O:15])[CH2:34][CH2:35]2)[CH:27]=[CH:26][CH:25]=1, predict the reactants needed to synthesize it. The reactants are: [CH3:1][N:2]1[C:6]([NH:7][C:8](=[O:15])OCC(Cl)(Cl)Cl)=[CH:5][CH:4]=[N:3]1.[F:16][C:17]1[CH:22]=[C:21]([F:23])[CH:20]=[CH:19][C:18]=1[C:24]1[N:29]=[C:28]([N:30]2[CH2:35][CH2:34][NH:33][CH2:32][CH2:31]2)[CH:27]=[CH:26][CH:25]=1. (2) Given the product [NH2:18][C:3]([C:9]1[CH:14]=[CH:13][C:12]([N+:15]([O-:17])=[O:16])=[CH:11][CH:10]=1)=[C:4]([C:7]#[N:8])[C:5]#[N:6], predict the reactants needed to synthesize it. The reactants are: CO[C:3]([C:9]1[CH:14]=[CH:13][C:12]([N+:15]([O-:17])=[O:16])=[CH:11][CH:10]=1)=[C:4]([C:7]#[N:8])[C:5]#[N:6].[NH3:18].